This data is from Full USPTO retrosynthesis dataset with 1.9M reactions from patents (1976-2016). The task is: Predict the reactants needed to synthesize the given product. (1) Given the product [Cl:1][C:2]1[CH:3]=[C:4]([CH2:30][C:31]([OH:33])=[O:32])[CH:5]=[CH:6][C:7]=1[N:8]1[C:16](=[O:17])[C:15]2[C:14]([O:18][CH2:19][CH3:20])=[C:13]3[CH:21]=[CH:22][CH:23]=[CH:24][C:12]3=[C:11]([O:25][CH2:26][CH:27]([F:29])[F:28])[C:10]=2[CH2:9]1, predict the reactants needed to synthesize it. The reactants are: [Cl:1][C:2]1[CH:3]=[C:4]([CH2:30][C:31]([O:33]CC)=[O:32])[CH:5]=[CH:6][C:7]=1[N:8]1[C:16](=[O:17])[C:15]2[C:14]([O:18][CH2:19][CH3:20])=[C:13]3[CH:21]=[CH:22][CH:23]=[CH:24][C:12]3=[C:11]([O:25][CH2:26][CH:27]([F:29])[F:28])[C:10]=2[CH2:9]1.[OH-].[Na+]. (2) Given the product [CH:32]([C:35]1[NH:36][C:37](=[O:46])[N:38]([CH:40]2[CH2:45][CH2:44][N:43]([C:48]([NH:1][C@@H:2]3[N:8]=[C:7]([C:9]4[CH:10]=[CH:11][CH:12]=[CH:13][CH:14]=4)[C:6]4[CH:15]=[CH:16][CH:17]=[CH:18][C:5]=4[N:4]([CH2:19][C:20]([F:21])([F:23])[F:22])[C:3]3=[O:24])=[O:47])[CH2:42][CH2:41]2)[CH:39]=1)([CH3:34])[CH3:33], predict the reactants needed to synthesize it. The reactants are: [NH2:1][C@@H:2]1[N:8]=[C:7]([C:9]2[CH:14]=[CH:13][CH:12]=[CH:11][CH:10]=2)[C:6]2[CH:15]=[CH:16][CH:17]=[CH:18][C:5]=2[N:4]([CH2:19][C:20]([F:23])([F:22])[F:21])[C:3]1=[O:24].C(N(CC)CC)C.[CH:32]([C:35]1[NH:36][C:37](=[O:46])[N:38]([CH:40]2[CH2:45][CH2:44][NH:43][CH2:42][CH2:41]2)[CH:39]=1)([CH3:34])[CH3:33].[O:47]1CCC[CH2:48]1. (3) Given the product [Cl:1][C:2]1[CH:10]=[C:9]([F:11])[C:8]([C:12]2[C:17]([Cl:18])=[CH:16][C:15]([C:19]([F:21])([F:20])[F:22])=[CH:14][N:13]=2)=[CH:7][C:3]=1[C:4]([NH:39][S:35]([N:32]([CH:33]([CH3:34])[CH3:41])[CH3:31])(=[O:37])=[O:36])=[O:6], predict the reactants needed to synthesize it. The reactants are: [Cl:1][C:2]1[CH:10]=[C:9]([F:11])[C:8]([C:12]2[C:17]([Cl:18])=[CH:16][C:15]([C:19]([F:22])([F:21])[F:20])=[CH:14][N:13]=2)=[CH:7][C:3]=1[C:4]([OH:6])=O.C(N1[CH:34]=[CH:33][N:32]=[CH:31]1)([N:32]1[CH:33]=[CH:34]N=[CH:31]1)=O.[S:35]([NH2:39])(N)(=[O:37])=[O:36].N12CCCN=C1CCCC=[CH:41]2. (4) Given the product [Cl:32][C:8]1[CH:7]=[C:6]([CH:11]=[CH:10][C:9]=1[C:12]1[NH:16][C:15]2[CH:17]=[C:18]([C:21](=[O:31])[NH:22][C:23]3[CH:28]=[CH:27][C:26]([CH3:29])=[C:25]([CH3:30])[CH:24]=3)[CH:19]=[CH:20][C:14]=2[N:13]=1)[O:5][CH2:4][C:3]([OH:33])=[O:2], predict the reactants needed to synthesize it. The reactants are: C[O:2][C:3](=[O:33])[CH2:4][O:5][C:6]1[CH:11]=[CH:10][C:9]([C:12]2[NH:16][C:15]3[CH:17]=[C:18]([C:21](=[O:31])[NH:22][C:23]4[CH:28]=[CH:27][C:26]([CH3:29])=[C:25]([CH3:30])[CH:24]=4)[CH:19]=[CH:20][C:14]=3[N:13]=2)=[C:8]([Cl:32])[CH:7]=1.[OH-].[Na+].Cl. (5) Given the product [CH3:45][CH2:46][CH2:21][CH2:18][O:22][C:23]([NH:25][C:26]1[CH:27]=[C:28]([C:32]([NH:34][C:35]2[CH:36]=[C:37]([C:41]([NH:1][C:2]3[CH:3]=[CH:4][C:5]([C:8]4[CH:17]=[CH:16][CH:15]=[C:10]([C:11]([O:13][CH3:14])=[O:12])[CH:9]=4)=[CH:6][CH:7]=3)=[O:43])[N:38]([CH3:40])[CH:39]=2)=[O:33])[N:29]([CH3:31])[CH:30]=1)=[O:24], predict the reactants needed to synthesize it. The reactants are: [NH2:1][C:2]1[CH:7]=[CH:6][C:5]([C:8]2[CH:9]=[C:10]([CH:15]=[CH:16][CH:17]=2)[C:11]([O:13][CH3:14])=[O:12])=[CH:4][CH:3]=1.[C:18]([O:22][C:23]([NH:25][C:26]1[CH:27]=[C:28]([C:32]([NH:34][C:35]2[CH:36]=[C:37]([C:41]([O:43]C)=O)[N:38]([CH3:40])[CH:39]=2)=[O:33])[N:29]([CH3:31])[CH:30]=1)=[O:24])([CH3:21])(C)C.[CH3:45][CH2:46]N=C=NCCCN(C)C. (6) Given the product [Cl:1][C:2]1[CH:7]=[C:6]([Cl:8])[CH:5]=[CH:4][C:3]=1[C:9](=[O:10])[CH2:16][CH2:17][CH2:18][CH3:19], predict the reactants needed to synthesize it. The reactants are: [Cl:1][C:2]1[CH:7]=[C:6]([Cl:8])[CH:5]=[CH:4][C:3]=1[C:9](N(OC)C)=[O:10].[Li][CH2:16][CH2:17][CH2:18][CH3:19]. (7) Given the product [C:11]([O:15][C:16](=[O:26])[NH:17][CH2:18][C:19]1([CH:24]=[O:25])[CH2:23][CH2:22][CH2:21][CH2:20]1)([CH3:12])([CH3:14])[CH3:13], predict the reactants needed to synthesize it. The reactants are: C(Cl)(=O)C(Cl)=O.CS(C)=O.[C:11]([O:15][C:16](=[O:26])[NH:17][CH2:18][C:19]1([CH2:24][OH:25])[CH2:23][CH2:22][CH2:21][CH2:20]1)([CH3:14])([CH3:13])[CH3:12].O.